Dataset: NCI-60 drug combinations with 297,098 pairs across 59 cell lines. Task: Regression. Given two drug SMILES strings and cell line genomic features, predict the synergy score measuring deviation from expected non-interaction effect. Drug 1: CC(C)CN1C=NC2=C1C3=CC=CC=C3N=C2N. Drug 2: C(CN)CNCCSP(=O)(O)O. Cell line: SK-OV-3. Synergy scores: CSS=5.27, Synergy_ZIP=-0.463, Synergy_Bliss=1.31, Synergy_Loewe=-5.49, Synergy_HSA=-0.378.